This data is from Choline transporter screen with 302,306 compounds. The task is: Binary Classification. Given a drug SMILES string, predict its activity (active/inactive) in a high-throughput screening assay against a specified biological target. (1) The compound is O1C(CN(c2c1ccc(c2)C)C(=O)NCc1ccccc1)CC. The result is 0 (inactive). (2) The drug is O1OC2(OC3OC(OC(=O)CCC(=O)NCc4ccc(cc4)C(O)=O)C(C4C13C(C(CC4)C)CC2)C)C. The result is 0 (inactive).